This data is from Catalyst prediction with 721,799 reactions and 888 catalyst types from USPTO. The task is: Predict which catalyst facilitates the given reaction. Reactant: O[C:2]1[CH:3]=[C:4]([C:8]2[C:13](=[O:14])[NH:12][C:11]3[N:15]=[CH:16][CH:17]=[CH:18][C:10]=3[N:9]=2)[CH:5]=[CH:6][CH:7]=1.[C:19]([O:22][C:23](=[O:25])[CH3:24])(=O)[CH3:20].C(N([CH2:31][CH3:32])CC)C.[C:33](OCC)(=O)[CH3:34].Cl[CH2:40]Cl. Product: [C:23]([O:22][C:19]1[CH:33]=[C:34]([N:12]2[C:13](=[O:14])[C:8]([CH2:4][C:3]3[CH:2]=[CH:7][CH:6]=[CH:5][CH:40]=3)=[N:9][C:10]3[CH:18]=[CH:17][CH:16]=[N:15][C:11]2=3)[CH:31]=[CH:32][CH:20]=1)(=[O:25])[CH3:24]. The catalyst class is: 277.